This data is from Forward reaction prediction with 1.9M reactions from USPTO patents (1976-2016). The task is: Predict the product of the given reaction. (1) Given the reactants [CH2:1]([C:5]1[O:6][C:7]2[CH:29]=[CH:28][CH:27]=[CH:26][C:8]=2[C:9]=1[C:10]1[O:11][C:12]([C:15]2[CH:16]=[C:17]3[C:22](=[CH:23][CH:24]=2)[CH:21]=[C:20]([OH:25])[CH:19]=[CH:18]3)=[CH:13][N:14]=1)[CH2:2][CH2:3][CH3:4].Br[CH2:31][C:32]([O:34][CH3:35])=[O:33].C(=O)([O-])[O-].[K+].[K+], predict the reaction product. The product is: [CH2:1]([C:5]1[O:6][C:7]2[CH:29]=[CH:28][CH:27]=[CH:26][C:8]=2[C:9]=1[C:10]1[O:11][C:12]([C:15]2[CH:16]=[C:17]3[C:22](=[CH:23][CH:24]=2)[CH:21]=[C:20]([O:25][CH2:31][C:32]([O:34][CH3:35])=[O:33])[CH:19]=[CH:18]3)=[CH:13][N:14]=1)[CH2:2][CH2:3][CH3:4]. (2) Given the reactants [Br:1][C:2]1[CH:18]=[CH:17][C:5]([CH:6]=[C:7]2[C:11]([CH3:13])([CH3:12])[O:10][C:9]([CH3:15])([CH3:14])[C:8]2=[O:16])=[C:4]([CH3:19])[CH:3]=1.OO.[OH-].[Li+].S(S([O-])=O)([O-])(=O)=[O:25].[Na+].[Na+], predict the reaction product. The product is: [Br:1][C:2]1[CH:18]=[CH:17][C:5]([CH:6]2[C:7]3([C:8](=[O:16])[C:9]([CH3:14])([CH3:15])[O:10][C:11]3([CH3:13])[CH3:12])[O:25]2)=[C:4]([CH3:19])[CH:3]=1. (3) Given the reactants [NH2:1][C:2]1[C:3]([C:8]([OH:10])=[O:9])=[N:4][CH:5]=[CH:6][CH:7]=1.OS(O)(=O)=O.[CH3:16]O, predict the reaction product. The product is: [NH2:1][C:2]1[C:3]([C:8]([O:10][CH3:16])=[O:9])=[N:4][CH:5]=[CH:6][CH:7]=1. (4) The product is: [CH3:14][O:13][C:11](=[O:12])[CH:10]([CH:15]([C:16]1[CH:21]=[CH:20][C:19]([O:22][CH2:23][C:24]2[CH:29]=[CH:28][CH:27]=[C:26]([O:30][CH3:31])[CH:25]=2)=[CH:18][CH:17]=1)[CH:1]=[C:2]([CH3:6])[CH3:3])[C:9]([O:8][CH3:7])=[O:32]. Given the reactants [CH3:1][C:2]([CH3:6])=[CH:3][Mg]Br.[CH3:7][O:8][C:9](=[O:32])[C:10](=[CH:15][C:16]1[CH:21]=[CH:20][C:19]([O:22][CH2:23][C:24]2[CH:29]=[CH:28][CH:27]=[C:26]([O:30][CH3:31])[CH:25]=2)=[CH:18][CH:17]=1)[C:11]([O:13][CH3:14])=[O:12], predict the reaction product. (5) The product is: [NH2:1][CH2:4][C:5]1[CH:10]=[CH:9][C:8]([C:11]2[CH:12]=[CH:13][C:14](=[O:32])[N:15]([CH2:17][CH2:18][O:19][C:20]3[C:29]4[C:24](=[CH:25][C:26]([O:30][CH3:31])=[CH:27][CH:28]=4)[N:23]=[CH:22][CH:21]=3)[N:16]=2)=[CH:7][C:6]=1[Cl:33]. Given the reactants [N:1]([CH2:4][C:5]1[CH:10]=[CH:9][C:8]([C:11]2[CH:12]=[CH:13][C:14](=[O:32])[N:15]([CH2:17][CH2:18][O:19][C:20]3[C:29]4[C:24](=[CH:25][C:26]([O:30][CH3:31])=[CH:27][CH:28]=4)[N:23]=[CH:22][CH:21]=3)[N:16]=2)=[CH:7][C:6]=1[Cl:33])=[N+]=[N-].O.O.O.O.O.O.O.O.O.O.[S-2].[Na+].[Na+], predict the reaction product. (6) Given the reactants [NH2:1][CH2:2][CH:3]([OH:14])[CH2:4][N:5]1[CH2:13][C:12]2[C:7](=[CH:8][CH:9]=[CH:10][CH:11]=2)[CH2:6]1.[N:15]1[C:24]2[C:19](=[CH:20][CH:21]=[CH:22][C:23]=2[O:25][CH2:26][C:27](OCC)=[O:28])[CH:18]=[CH:17][CH:16]=1, predict the reaction product. The product is: [OH:14][CH:3]([CH2:4][N:5]1[CH2:13][C:12]2[C:7](=[CH:8][CH:9]=[CH:10][CH:11]=2)[CH2:6]1)[CH2:2][NH:1][C:27](=[O:28])[CH2:26][O:25][C:23]1[CH:22]=[CH:21][CH:20]=[C:19]2[C:24]=1[N:15]=[CH:16][CH:17]=[CH:18]2.